This data is from Experimentally validated miRNA-target interactions with 360,000+ pairs, plus equal number of negative samples. The task is: Binary Classification. Given a miRNA mature sequence and a target amino acid sequence, predict their likelihood of interaction. (1) The miRNA is hsa-miR-26a-1-3p with sequence CCUAUUCUUGGUUACUUGCACG. The protein sequence of the target gene is MTIVDKASESSDPSAYQNQPGSSEAVSPGDMDAGSASWGAVSSLNDVSNHTLSLGPVPGAVVYSSSSVPDKSKPSPQKDQALGDGIAPPQKVLFPSEKICLKWQQTHRVGAGLQNLGNTCFANAALQCLTYTPPLANYMLSHEHSKTCHAEGFCMMCTMQAHITQALSNPGDVIKPMFVINEMRRIARHFRFGNQEDAHEFLQYTVDAMQKACLNGSNKLDRHTQATTLVCQIFGGYLRSRVKCLNCKGVSDTFDPYLDITLEIKAAQSVNKALEQFVKPEQLDGENSYKCSKCKKMVPA.... Result: 1 (interaction). (2) The miRNA is mmu-miR-1199-5p with sequence UCUGAGUCCCGGUCGCGCGG. The protein sequence of the target gene is MEQDTAAVAATVAAADATATIVVIEDEQPGPSTSQEEGAAAAATEATAATEKGEKKKEKNVSSFQLKLAAKAPKSEKEMDPEYEEKMKADRAKRFEFLLKQTELFAHFIQPSAQKSPTSPLNMKLGRPRIKKDEKQSLISAGDYRHRRTEQEEDEELLSESRKTSNVCIRFEVSPSYVKGGPLRDYQIRGLNWLISLYENGVNGILADEMGLGKTLQTIALLGYLKHYRNIPGPHMVLVPKSTLHNWMNEFKRWVPSLRVICFVGDKDARAAFIRDEMMPGEWDVCVTSYEMVIKEKSVF.... Result: 0 (no interaction). (3) The miRNA is hsa-miR-132-5p with sequence ACCGUGGCUUUCGAUUGUUACU. The protein sequence of the target gene is MAVPFYLPEGGADDVASSSSGASGNSSPHNHPLPSSASSSVSSSGVSSASASSASSSSSASSDGASSAASQSPNTTTSSATQTPMQSPLPTDQVLYALYEWVRMYQSQQSAPQIFQYPPPSPSCNFTGGDVFFPHGHPNPNSNPHPRTPRTSVSFSSGEEYNFFRQQQPQPHPSYPAPSTPQPMPPQSAPPMHCSHSYPQQSAHMMPHHSAPFGMGGTYYAGYTPPPTPNTASAGTSSSSAAFGWHGHPHSPFTSTSTPLSAPVAPKMRLQRSQSDAARRKRLTSTGEDEREYQSDHEAT.... Result: 0 (no interaction). (4) The miRNA is hsa-miR-4680-5p with sequence AGAACUCUUGCAGUCUUAGAUGU. The protein sequence of the target gene is MTLRRLRKLQQKEEAAATPDPAARTPDSEVAPAAPVPTPGPPAAAATPGPPADELYAALEDYHPAELYRALAVSGGTLPRRKGSGFRWKNLSQSPEQQRKVLTLEKEDNQTFGFEIQTYGLHHREEQRVEMVTFVCRVHESSPAQLAGLTPGDTIASVNGLNVEGIRHREIVDIIKASGNVLRLETLYGTSIRKAELEARLQYLKQTLYEKWGEYRSLMVQEQRLVHGLVVKDPSIYDTLESVRSCLYGAGLLPGSLPFGPLLAVPGRPRGGARRARGDADDAVYHTCFFGDSEPPALPP.... Result: 0 (no interaction). (5) The miRNA is mmu-miR-503-5p with sequence UAGCAGCGGGAACAGUACUGCAG. The protein sequence of the target gene is MEGQSSRGSRRPGTRAGLGSLPMPQGVAQTGAPSKVDSSFQLPAKKNAALGPSEPRLALAPVGPRAAMSASSEGPRLALASPRPILAPLCTPEGQKTATAHRSSSLAPTSVGQLVMSASAGPKPPPATTGSVLAPTSLGLVMPASAGPRSPPVTLGPNLAPTSRDQKQEPPASVGPKPTLAASGLSLALASEEQPPELPSTPSPVPSPVLSPTQEQALAPASTASGAASVGQTSARKRDAPAPRPLPASEGHLQPPAQTSGPTGSPPCIQTSPDPRLSPSFRARPEALHSSPEDPVLPRP.... Result: 0 (no interaction). (6) The miRNA is hsa-miR-302a-5p with sequence ACUUAAACGUGGAUGUACUUGCU. The protein sequence of the target gene is MPEINTNHLDKQQVQLLAEMCILIDENDNKIGAETKKNCHLNENIEKGLLHRAFSVFLFNTENKLLLQQRSDAKITFPGCFTNTCCSHPLSNPAELEESDALGVRRAAQRRLKAELGIPLEEVPPEEINYLTRIHYKAQSDGIWGEHEIDYILLVRKNVTLNPDPNEIKSYCYVSKEELKELLKKAASGEIKITPWFKIIAATFLFKWWDNLNHLNQFVDHEKIYRM. Result: 0 (no interaction). (7) The miRNA is hsa-miR-4500 with sequence UGAGGUAGUAGUUUCUU. The protein sequence of the target gene is MGLLLMILASAVLGSFLTLLAQFFLLYRRQPEPPADEAARAGEGFRYIKPVPGLLLREYLYGGGRDEEPSGAAPEGGATPTAAPETPAPPTRETCYFLNATILFLFRELRDTALTRRWVTKKIKVEFEELLQTKTAGRLLEGLSLRDVFLGETVPFIKTIRLVRPVVPSATGEPDGPEGEALPAACPEELAFEAEVEYNGGFHLAIDVDLVFGKSAYLFVKLSRVVGRLRLVFTRVPFTHWFFSFVEDPLIDFEVRSQFEGRPMPQLTSIIVNQLKKIIKRKHTLPNYKIRFKPFFPYQT.... Result: 1 (interaction). (8) The protein sequence of the target gene is MNRSHRHGAGSGCLGTMEVKSKFGAEFRRFSLERSKPGKFEEFYGLLQHVHKIPNVDVLVGYADIHGDLLPINNDDNYHKAVSTANPLLRIFIQKKEEADYSAFGTDTLIKKKNVLTNVLRPDNHRKKPHIVISMPQDFRPVSSIIDVDILPETHRRVRLYKYGTEKPLGFYIRDGSSVRVTPHGLEKVPGIFISRLVPGGLAQSTGLLAVNDEVLEVNGIEVSGKSLDQVTDMMIANSRNLIITVRPANQRNNVVRNSRTSGSSGQSTDNSLLGYPQQIEPSFEPEDEDSEEDDIIIED.... The miRNA is mmu-miR-196a-5p with sequence UAGGUAGUUUCAUGUUGUUGGG. Result: 0 (no interaction). (9) The miRNA is hsa-miR-124-3p with sequence UAAGGCACGCGGUGAAUGCCAA. The protein sequence of the target gene is MSGARAAPGAAGNGAVRGLRVDGLPPLPKSLSGLLHSASGGGASGGWRHLERLYAQKSRIQDELSRGGPGGGGARAAALPAKPPNLDAALALLRKEMVGLRQLDMSLLCQLYSLYESIQEYKGACQAASSPDCTYALENGFFDEEEEYFQEQNSLHDRRDRGPPRDLSLPVSSLSSSDWILESI. Result: 1 (interaction).